From a dataset of Reaction yield outcomes from USPTO patents with 853,638 reactions. Predict the reaction yield, written as a fraction of the theoretical maximum amount of product (1.0 means a 100% yield; for example, 0.34 means a 34% yield). (1) The reactants are [Cl:1][C:2]1[CH:3]=[CH:4][C:5]2[NH:11][C:10](=[O:12])[CH2:9][C:8](=[CH:13]N(C)C)[C:7](=O)[C:6]=2[CH:18]=1.Cl.[CH3:20][C:21]([CH3:26])([CH3:25])[C:22]([NH2:24])=[NH:23]. No catalyst specified. The product is [Cl:1][C:2]1[CH:3]=[CH:4][C:5]2[NH:11][C:10](=[O:12])[CH2:9][C:8]3[CH:13]=[N:23][C:22]([C:21]([CH3:26])([CH3:25])[CH3:20])=[N:24][C:7]=3[C:6]=2[CH:18]=1. The yield is 0.880. (2) The reactants are [CH3:1][C:2]1[CH:6]=[C:5]([C:7]2[CH:8]=[CH:9][C:10]3[N:11]([C:13]([CH2:16][NH2:17])=[N:14][N:15]=3)[N:12]=2)[S:4][N:3]=1.Cl[C:19]1[CH:20]=[CH:21][N:22]=[C:23]2[C:28]=1[N:27]=[CH:26][C:25]([O:29][CH3:30])=[CH:24]2.CC(O)CC.N. The catalyst is CO. The product is [CH3:30][O:29][C:25]1[CH:24]=[C:23]2[C:28]([C:19]([NH:17][CH2:16][C:13]3[N:11]4[N:12]=[C:7]([C:5]5[S:4][N:3]=[C:2]([CH3:1])[CH:6]=5)[CH:8]=[CH:9][C:10]4=[N:15][N:14]=3)=[CH:20][CH:21]=[N:22]2)=[N:27][CH:26]=1. The yield is 0.800. (3) The reactants are Cl[C:2]1[C:3]([NH2:9])=[N:4][CH:5]=[N:6][C:7]=1Cl.[O:10]([C:17]1[CH:22]=[CH:21][C:20](B(O)O)=[CH:19][CH:18]=1)[C:11]1[CH:16]=[CH:15][CH:14]=[CH:13][CH:12]=1.[NH2:26][CH2:27][C@@H:28]1[CH2:33][CH2:32][N:31]([C:34]([O:36]C(C)(C)C)=O)[CH2:30][C@H:29]1[OH:41].[O:42]1[CH2:47][CH2:46][N:45]([CH2:48][CH2:49]C(O)=O)[CH2:44][CH2:43]1. No catalyst specified. The product is [NH2:9][C:3]1[N:4]=[CH:5][N:6]=[C:7]([NH:26][CH2:27][C@@H:28]2[CH2:33][CH2:32][N:31]([C:34](=[O:36])[CH2:49][CH2:48][N:45]3[CH2:46][CH2:47][O:42][CH2:43][CH2:44]3)[CH2:30][C@H:29]2[OH:41])[C:2]=1[C:20]1[CH:21]=[CH:22][C:17]([O:10][C:11]2[CH:16]=[CH:15][CH:14]=[CH:13][CH:12]=2)=[CH:18][CH:19]=1. The yield is 0.305. (4) The reactants are [C:1]([O:5][C:6](=[O:32])[C@@H:7]([NH:9][C:10]1[CH:31]=[CH:30][C:13]2[C:14]3[N:18]([CH2:19][CH2:20][O:21][C:12]=2[CH:11]=1)[CH:17]=[C:16]([C:22]1[N:23]([CH:27]([CH3:29])[CH3:28])[N:24]=[CH:25][N:26]=1)[N:15]=3)[CH3:8])([CH3:4])([CH3:3])[CH3:2].C=O.[C:35](O[BH-](OC(=O)C)OC(=O)C)(=O)C.[Na+]. The catalyst is ClCCCl. The product is [C:1]([O:5][C:6](=[O:32])[C@@H:7]([N:9]([C:10]1[CH:31]=[CH:30][C:13]2[C:14]3[N:18]([CH2:19][CH2:20][O:21][C:12]=2[CH:11]=1)[CH:17]=[C:16]([C:22]1[N:23]([CH:27]([CH3:28])[CH3:29])[N:24]=[CH:25][N:26]=1)[N:15]=3)[CH3:35])[CH3:8])([CH3:3])([CH3:2])[CH3:4]. The yield is 0.970. (5) The reactants are [CH2:1]([N:9]=[C:10]=[O:11])[CH2:2][CH2:3][CH2:4][CH2:5][CH2:6][CH2:7][CH3:8].[CH3:12][NH:13][C:14]1[CH:15]=[C:16]([C:20]2[CH:25]=[CH:24][C:23]([CH2:26][CH2:27][C:28]([O:30][CH2:31][CH3:32])=[O:29])=[CH:22][CH:21]=2)[CH:17]=[CH:18][CH:19]=1. No catalyst specified. The product is [CH2:1]([NH:9][C:10](=[O:11])[N:13]([C:14]1[CH:15]=[C:16]([C:20]2[CH:25]=[CH:24][C:23]([CH2:26][CH2:27][C:28]([O:30][CH2:31][CH3:32])=[O:29])=[CH:22][CH:21]=2)[CH:17]=[CH:18][CH:19]=1)[CH3:12])[CH2:2][CH2:3][CH2:4][CH2:5][CH2:6][CH2:7][CH3:8]. The yield is 1.00. (6) The reactants are [CH2:1]([C:5]1[N:9]([CH2:10][C:11]2[CH:16]=[CH:15][C:14]([C:17]3[C:18]([C:23]#[N:24])=[CH:19][CH:20]=[CH:21][CH:22]=3)=[CH:13][CH:12]=2)[C:8](=[O:25])[NH:7][N:6]=1)[CH2:2][CH2:3][CH3:4].CN(C)C=O.[H-].[Na+].Br[CH2:34][CH2:35][C:36]1[CH:41]=[CH:40][CH:39]=[CH:38][CH:37]=1. The catalyst is C(OCC)(=O)C. The product is [CH2:1]([C:5]1[N:9]([CH2:10][C:11]2[CH:16]=[CH:15][C:14]([C:17]3[C:18]([C:23]#[N:24])=[CH:19][CH:20]=[CH:21][CH:22]=3)=[CH:13][CH:12]=2)[C:8](=[O:25])[N:7]([CH2:34][CH2:35][C:36]2[CH:41]=[CH:40][CH:39]=[CH:38][CH:37]=2)[N:6]=1)[CH2:2][CH2:3][CH3:4]. The yield is 0.550.